This data is from Ames mutagenicity test results for genotoxicity prediction. The task is: Regression/Classification. Given a drug SMILES string, predict its toxicity properties. Task type varies by dataset: regression for continuous values (e.g., LD50, hERG inhibition percentage) or binary classification for toxic/non-toxic outcomes (e.g., AMES mutagenicity, cardiotoxicity, hepatotoxicity). Dataset: ames. (1) The drug is O=[N+]([O-])c1cc2c3c(ccc4cc([N+](=O)[O-])cc(c43)CC2)c1. The result is 1 (mutagenic). (2) The drug is O=Nc1c(O)ccc2ccccc12. The result is 0 (non-mutagenic). (3) The compound is Oc1c(Cl)c(Cl)cc(Cl)c1Cl. The result is 0 (non-mutagenic). (4) The compound is CC12C=CC3=C4CCC(=O)C=C4CCC3C1CCC2O. The result is 0 (non-mutagenic). (5) The molecule is O=C1c2cccc(O)c2C(=O)c2c(O)cc(CO)cc21. The result is 1 (mutagenic). (6) The compound is CC(C)OC(=O)c1cc(Cc2ccc(N)c(C(=O)OC(C)C)c2)ccc1N. The result is 0 (non-mutagenic).